Dataset: TCR-epitope binding with 47,182 pairs between 192 epitopes and 23,139 TCRs. Task: Binary Classification. Given a T-cell receptor sequence (or CDR3 region) and an epitope sequence, predict whether binding occurs between them. (1) The epitope is NLSALGIFST. The TCR CDR3 sequence is CATSDRGQGANWDEQFF. Result: 1 (the TCR binds to the epitope). (2) The epitope is GVAMPNLYK. The TCR CDR3 sequence is CATRTSGEQETQYF. Result: 1 (the TCR binds to the epitope). (3) The epitope is ITEEVGHTDLMAAY. The TCR CDR3 sequence is CAWSLAGMGETQYF. Result: 0 (the TCR does not bind to the epitope). (4) The TCR CDR3 sequence is CASSQVFSVELNTEAFF. Result: 0 (the TCR does not bind to the epitope). The epitope is RAKFKQLL. (5) Result: 0 (the TCR does not bind to the epitope). The TCR CDR3 sequence is CASSSRDRPATEAFF. The epitope is IYSKHTPINL.